From a dataset of Full USPTO retrosynthesis dataset with 1.9M reactions from patents (1976-2016). Predict the reactants needed to synthesize the given product. Given the product [Cl:13][C:14]1[C:15]([F:25])=[C:16]([CH:17]=[C:18]([C:20]([F:23])([F:22])[F:21])[CH:19]=1)[O:24][CH:59]1[CH2:64][CH2:63][N:62]([C:65]([O:67][C:68]([CH3:71])([CH3:70])[CH3:69])=[O:66])[CH2:61][CH2:60]1, predict the reactants needed to synthesize it. The reactants are: ClC1C=CC(O)=CC=1C(F)(F)F.[Cl:13][C:14]1[C:15]([F:25])=[C:16]([OH:24])[CH:17]=[C:18]([C:20]([F:23])([F:22])[F:21])[CH:19]=1.C1(C2C(CN3CCC(OS(C)(=O)=O)CC3)=CC(F)=C(C=2)C(OC(C)(C)C)=O)CC1.CS(O[CH:59]1[CH2:64][CH2:63][N:62]([C:65]([O:67][C:68]([CH3:71])([CH3:70])[CH3:69])=[O:66])[CH2:61][CH2:60]1)=O.